Task: Predict which catalyst facilitates the given reaction.. Dataset: Catalyst prediction with 721,799 reactions and 888 catalyst types from USPTO Reactant: [Cl:1][C:2]1[CH:3]=[CH:4][C:5]([OH:18])=[C:6]([CH2:8][C:9]2[N:14]=[C:13]([C:15]([OH:17])=[O:16])[CH:12]=[CH:11][CH:10]=2)[CH:7]=1.ClC(Cl)(Cl)C(=N)O[C:23]([CH3:26])([CH3:25])[CH3:24]. Product: [Cl:1][C:2]1[CH:3]=[CH:4][C:5]([O:18][C:23]([CH3:26])([CH3:25])[CH3:24])=[C:6]([CH2:8][C:9]2[N:14]=[C:13]([C:15]([OH:17])=[O:16])[CH:12]=[CH:11][CH:10]=2)[CH:7]=1. The catalyst class is: 4.